This data is from Catalyst prediction with 721,799 reactions and 888 catalyst types from USPTO. The task is: Predict which catalyst facilitates the given reaction. (1) Reactant: C1(C)C=CC=CC=1.[CH2:8]([O:10][C:11]([NH:13][C:14]1[CH:15]=[C:16]([CH2:20][CH2:21][CH2:22][CH2:23][C:24]([OH:26])=O)[CH:17]=[CH:18][CH:19]=1)=[O:12])[CH3:9].O. Product: [CH2:8]([O:10][C:11](=[O:12])[NH:13][C:14]1[CH:19]=[CH:18][C:17]2[C:24](=[O:26])[CH2:23][CH2:22][CH2:21][CH2:20][C:16]=2[CH:15]=1)[CH3:9]. The catalyst class is: 13. (2) Product: [F:26][C:22]1[CH:21]=[C:20]([C:19]2[C:18](=[O:27])[N:17]3[C:28]([CH3:31])=[CH:29][S:30][C:16]3=[N:15][C:14]=2[C@@H:12]([NH:11][C:4]2[N:3]=[C:2]([OH:33])[N:10]=[C:9]3[C:5]=2[N:6]=[CH:7][NH:8]3)[CH3:13])[CH:25]=[CH:24][CH:23]=1. Reactant: N[C:2]1[N:10]=[C:9]2[C:5]([N:6]=[CH:7][NH:8]2)=[C:4]([NH:11][C@H:12]([C:14]2[N:15]=[C:16]3[S:30][CH:29]=[C:28]([CH3:31])[N:17]3[C:18](=[O:27])[C:19]=2[C:20]2[CH:25]=[CH:24][CH:23]=[C:22]([F:26])[CH:21]=2)[CH3:13])[N:3]=1.N([O-])=[O:33].[Na+]. The catalyst class is: 86.